Dataset: Forward reaction prediction with 1.9M reactions from USPTO patents (1976-2016). Task: Predict the product of the given reaction. (1) Given the reactants [Br:1][C:2]1[CH:7]=[CH:6][C:5]([N:8]2[CH2:13][CH2:12][NH:11][CH2:10][CH2:9]2)=[CH:4][CH:3]=1.C([O-])([O-])=O.[K+].[K+].I[CH2:21][CH3:22].O, predict the reaction product. The product is: [Br:1][C:2]1[CH:3]=[CH:4][C:5]([N:8]2[CH2:13][CH2:12][N:11]([CH2:21][CH3:22])[CH2:10][CH2:9]2)=[CH:6][CH:7]=1. (2) The product is: [Cl:1][C:2]1[N:3]=[C:4]([C:9]([NH:11][CH:12]2[CH2:15][N:14]([C:16]3[CH:17]=[C:18]([CH:24]=[CH:25][CH:26]=3)[C:19]([OH:21])=[O:20])[CH2:13]2)=[O:10])[NH:5][C:6]=1[CH2:7][CH3:8]. Given the reactants [Cl:1][C:2]1[N:3]=[C:4]([C:9]([NH:11][CH:12]2[CH2:15][N:14]([C:16]3[CH:17]=[C:18]([CH:24]=[CH:25][CH:26]=3)[C:19]([O:21]CC)=[O:20])[CH2:13]2)=[O:10])[NH:5][C:6]=1[CH2:7][CH3:8].[OH-].[Li+].O, predict the reaction product. (3) Given the reactants [C:1]([O-:4])(=[O:3])C.[O:5]=[C:6]1[C@@H:9]([NH3+:10])[CH2:8][NH:7]1.[CH3:11]CN(C(C)C)C(C)C.[C:20]1([C:26]2[N:31]=[CH:30][C:29](C3C=CN(C([O-])=O)C(=O)C=3C)=[CH:28][CH:27]=2)[CH:25]=[CH:24][CH:23]=[CH:22][CH:21]=1, predict the reaction product. The product is: [C:20]1([C:26]2[N:31]=[CH:30][C:29]([O:4][C:1](=[O:3])[N:10]([CH3:11])[C@H:9]3[CH2:8][NH:7][C:6]3=[O:5])=[CH:28][CH:27]=2)[CH:25]=[CH:24][CH:23]=[CH:22][CH:21]=1. (4) Given the reactants CC(C)([O-])C.[K+].[Br:7][C:8]1[CH:9]=[C:10]([OH:14])[CH:11]=[CH:12][CH:13]=1.[CH2:15]([O:17][C:18](=[O:23])[CH:19]=[C:20](Cl)[CH3:21])[CH3:16], predict the reaction product. The product is: [CH2:15]([O:17][C:18](=[O:23])/[CH:19]=[C:20](/[O:14][C:10]1[CH:11]=[CH:12][CH:13]=[C:8]([Br:7])[CH:9]=1)\[CH3:21])[CH3:16]. (5) Given the reactants Br[C:2]1[N:7]=[C:6]([C:8]2[N:12]([CH:13]([CH3:15])[CH3:14])[N:11]=[CH:10][CH:9]=2)[C:5]([C:16]([O:18][CH3:19])=[O:17])=[CH:4][CH:3]=1.CCN(C(C)C)C(C)C.[CH3:29][N:30]([CH3:35])[CH2:31][CH2:32][NH:33][CH3:34], predict the reaction product. The product is: [CH3:29][N:30]([CH3:35])[CH2:31][CH2:32][N:33]([CH3:34])[C:2]1[N:7]=[C:6]([C:8]2[N:12]([CH:13]([CH3:15])[CH3:14])[N:11]=[CH:10][CH:9]=2)[C:5]([C:16]([O:18][CH3:19])=[O:17])=[CH:4][CH:3]=1. (6) Given the reactants [OH:1][NH2:2].C([O:5][C:6](=O)[CH2:7][CH2:8][CH2:9][CH2:10][CH2:11][CH2:12][N:13]([C:20]1[CH:25]=[C:24]([O:26][CH3:27])[CH:23]=[CH:22][N:21]=1)[C:14]1[CH:19]=[CH:18][CH:17]=[CH:16][N:15]=1)C, predict the reaction product. The product is: [OH:1][NH:2][C:6](=[O:5])[CH2:7][CH2:8][CH2:9][CH2:10][CH2:11][CH2:12][N:13]([C:20]1[CH:25]=[C:24]([O:26][CH3:27])[CH:23]=[CH:22][N:21]=1)[C:14]1[CH:19]=[CH:18][CH:17]=[CH:16][N:15]=1. (7) The product is: [Br:1][C:2]1[CH:3]=[C:4]([C:10]([C:12]2[C:16]3[CH:17]=[CH:18][CH:19]=[CH:20][C:15]=3[O:14][C:13]=2[CH2:21][CH3:22])=[O:11])[CH:5]=[CH:6][C:7]=1[OH:8]. Given the reactants [Br:1][C:2]1[CH:3]=[C:4]([C:10]([C:12]2[C:16]3[CH:17]=[CH:18][CH:19]=[CH:20][C:15]=3[O:14][C:13]=2[CH2:21][CH3:22])=[O:11])[CH:5]=[CH:6][C:7]=1[O:8]C, predict the reaction product. (8) Given the reactants [Br:1][C:2]1[CH:7]=[C:6]([CH3:8])[CH:5]=[C:4]([CH3:9])[CH:3]=1.[Cl:10][S:11](O)(=[O:13])=[O:12], predict the reaction product. The product is: [Br:1][C:2]1[CH:7]=[C:6]([CH3:8])[C:5]([S:11]([Cl:10])(=[O:13])=[O:12])=[C:4]([CH3:9])[CH:3]=1. (9) Given the reactants [NH2:1][C:2]1[S:3][C:4]([CH2:12][C:13]2[CH:18]=[CH:17][CH:16]=[CH:15][CH:14]=2)=[CH:5][C:6]=1[C:7]([O:9][CH2:10][CH3:11])=[O:8].CO[C:21](OC)([CH3:23])[CH3:22].[BH4-].[Na+], predict the reaction product. The product is: [CH3:22][CH:21]([NH:1][C:2]1[S:3][C:4]([CH2:12][C:13]2[CH:18]=[CH:17][CH:16]=[CH:15][CH:14]=2)=[CH:5][C:6]=1[C:7]([O:9][CH2:10][CH3:11])=[O:8])[CH3:23].